Dataset: Reaction yield outcomes from USPTO patents with 853,638 reactions. Task: Predict the reaction yield, written as a fraction of the theoretical maximum amount of product (1.0 means a 100% yield; for example, 0.34 means a 34% yield). (1) The reactants are Cl[C:2]1[CH:7]=[CH:6][CH:5]=[C:4]([C:8]#[N:9])[N:3]=1.C(=O)([O-])[O-].[Cs+].[Cs+].[Cl:16][C:17]1[CH:44]=[CH:43][C:20]([CH2:21][N:22]2[C:27](=[O:28])[C:26]([C:29]3[O:30][C:31]([CH3:34])=[CH:32][N:33]=3)=[CH:25][N:24]=[C:23]2[NH:35][C:36]2[CH:41]=[CH:40][C:39]([OH:42])=[CH:38][CH:37]=2)=[CH:19][CH:18]=1.CN(C=O)C. The catalyst is O. The product is [Cl:16][C:17]1[CH:18]=[CH:19][C:20]([CH2:21][N:22]2[C:27](=[O:28])[C:26]([C:29]3[O:30][C:31]([CH3:34])=[CH:32][N:33]=3)=[CH:25][N:24]=[C:23]2[NH:35][C:36]2[CH:41]=[CH:40][C:39]([O:42][C:2]3[CH:7]=[CH:6][CH:5]=[C:4]([C:8]#[N:9])[N:3]=3)=[CH:38][CH:37]=2)=[CH:43][CH:44]=1. The yield is 0.520. (2) The reactants are [OH:1][C@H:2]1[CH2:10][C:9]2[C:4](=[CH:5][CH:6]=[CH:7][CH:8]=2)[C@H:3]1[NH:11][C:12](=[O:17])[CH2:13][CH2:14][CH:15]=[CH2:16].[CH3:18][C@H:19]([CH2:23]C=C)[C:20](O)=[O:21]. The catalyst is C(Cl)Cl. The product is [CH3:18][C@H:19]1[C:20](=[O:21])[O:1][C@H:2]2[CH2:10][C:9]3[CH:8]=[CH:7][CH:6]=[CH:5][C:4]=3[C@H:3]2[NH:11][C:12](=[O:17])[CH2:13][CH2:14][CH:15]=[CH:16][CH2:23]1. The yield is 0.470. (3) The reactants are C([Cl:4])(=O)C.[N:5]1[CH:10]=[CH:9][C:8]([N:11]2[CH2:15][CH2:14][C:13]3([CH2:20][CH2:19][N:18](C(OC(C)(C)C)=O)[CH2:17][CH2:16]3)[CH2:12]2)=[CH:7][CH:6]=1. The catalyst is C(O)C. The product is [ClH:4].[ClH:4].[N:5]1[CH:6]=[CH:7][C:8]([N:11]2[CH2:15][CH2:14][C:13]3([CH2:20][CH2:19][NH:18][CH2:17][CH2:16]3)[CH2:12]2)=[CH:9][CH:10]=1. The yield is 0.980. (4) The reactants are [Cl:1][C:2]1[CH:3]=[C:4]([C@H:8]([NH:13][C:14]2[NH:15][C:16](=[O:23])[N:17]([CH2:21][CH3:22])[C:18](=[O:20])[CH:19]=2)[CH2:9][C:10]([OH:12])=O)[CH:5]=[CH:6][CH:7]=1. The catalyst is C1COCC1. The product is [Cl:1][C:2]1[CH:3]=[C:4]([C@@H:8]2[NH:13][C:14]3[NH:15][C:16](=[O:23])[N:17]([CH2:21][CH3:22])[C:18](=[O:20])[C:19]=3[C:10](=[O:12])[CH2:9]2)[CH:5]=[CH:6][CH:7]=1. The yield is 0.940. (5) The product is [CH2:17]([O:10][C:8]1[CH:7]=[CH:6][C:3]([C:4]#[N:5])=[C:2]([F:1])[CH:9]=1)[C:18]1[CH:23]=[CH:22][CH:21]=[CH:20][CH:19]=1. The yield is 0.900. The reactants are [F:1][C:2]1[CH:9]=[C:8]([OH:10])[CH:7]=[CH:6][C:3]=1[C:4]#[N:5].C(=O)([O-])[O-].[K+].[K+].[CH2:17](Br)[C:18]1[CH:23]=[CH:22][CH:21]=[CH:20][CH:19]=1.[I-].[K+]. The catalyst is CC(C)=O.O. (6) The reactants are [CH3:1][CH:2]([O:4][C:5]1[CH:10]=[CH:9][C:8]([C:11](=O)[CH3:12])=[CH:7][CH:6]=1)[CH3:3].[C-:14]#[N:15].[Na+].[C:17](=O)([O-])[O-:18].[NH4+:21].[NH4+].C([OH:25])C. The catalyst is O. The product is [CH3:12][C:11]1([C:8]2[CH:9]=[CH:10][C:5]([O:4][CH:2]([CH3:3])[CH3:1])=[CH:6][CH:7]=2)[NH:21][C:17](=[O:18])[NH:15][C:14]1=[O:25]. The yield is 0.720. (7) The reactants are [CH2:1]([C:3]1[CH:8]=[CH:7][C:6]([C:9]2[CH:14]=[C:13]([C:15](F)([F:17])[F:16])[N:12]3[N:19]=[CH:20][C:21]([C:22]([O:24][CH2:25][CH3:26])=[O:23])=[C:11]3[N:10]=2)=[CH:5][CH:4]=1)[CH3:2].NC1C(C(OCC)=O)=CNN=1.C(C1C=CC(C(=O)CC(=O)C(F)F)=CC=1)C. No catalyst specified. The yield is 0.690. The product is [F:17][CH:15]([F:16])[C:13]1[N:12]2[N:19]=[CH:20][C:21]([C:22]([O:24][CH2:25][CH3:26])=[O:23])=[C:11]2[N:10]=[C:9]([C:6]2[CH:5]=[CH:4][C:3]([CH2:1][CH3:2])=[CH:8][CH:7]=2)[CH:14]=1. (8) The reactants are [Cl:1][C:2]1[CH:7]=[CH:6][C:5]([NH:8][C:9](=[O:14])[C:10]([CH3:13])([CH3:12])[CH3:11])=[C:4](I)[C:3]=1[C:16]([F:19])([F:18])[F:17].[CH:20]#[C:21][CH3:22]. The catalyst is [Cu](I)I.Cl[Pd](Cl)([P](C1C=CC=CC=1)(C1C=CC=CC=1)C1C=CC=CC=1)[P](C1C=CC=CC=1)(C1C=CC=CC=1)C1C=CC=CC=1.C(N(CC)CC)C. The product is [Cl:1][C:2]1[CH:7]=[CH:6][C:5]([NH:8][C:9](=[O:14])[C:10]([CH3:13])([CH3:12])[CH3:11])=[C:4]([C:20]#[C:21][CH3:22])[C:3]=1[C:16]([F:19])([F:18])[F:17]. The yield is 0.650.